From a dataset of Forward reaction prediction with 1.9M reactions from USPTO patents (1976-2016). Predict the product of the given reaction. The product is: [CH2:13]([N:4]([C:1](=[NH:2])[S:3][CH3:15])[NH:5][C:6]([O:8][C:9]([CH3:10])([CH3:12])[CH3:11])=[O:7])[CH3:14]. Given the reactants [C:1]([N:4]([CH2:13][CH3:14])[NH:5][C:6]([O:8][C:9]([CH3:12])([CH3:11])[CH3:10])=[O:7])(=[S:3])[NH2:2].[CH3:15]I, predict the reaction product.